Dataset: Retrosynthesis with 50K atom-mapped reactions and 10 reaction types from USPTO. Task: Predict the reactants needed to synthesize the given product. (1) Given the product C=CCNCc1nnc2n1-c1ccc(Cl)cc1C(c1ccccc1Cl)=NC2, predict the reactants needed to synthesize it. The reactants are: C=CCN.ClCc1nnc2n1-c1ccc(Cl)cc1C(c1ccccc1Cl)=NC2. (2) Given the product Cc1onc(-c2ccc(F)cn2)c1/C=C/c1ncc(C(=O)N2CCOCC2)s1, predict the reactants needed to synthesize it. The reactants are: C1COCCN1.Cc1onc(-c2ccc(F)cn2)c1/C=C/c1ncc(C(=O)O)s1. (3) Given the product CCC(COCCC1CCN(C(=O)OC(C)(C)C)CC1)n1cnc2cnc3ccccc3c21, predict the reactants needed to synthesize it. The reactants are: CC(C)(C)OC(=O)N1CCC(CCI)CC1.CCC(CO)n1cnc2cnc3ccccc3c21. (4) Given the product CCc1cc(C(=O)c2ccccc2Cl)cc(Br)c1OC, predict the reactants needed to synthesize it. The reactants are: CCc1cc(C(=O)c2ccccc2Cl)cc(Br)c1O.CI.